From a dataset of Forward reaction prediction with 1.9M reactions from USPTO patents (1976-2016). Predict the product of the given reaction. (1) Given the reactants [NH2:1][C:2]1[CH:3]=[N:4][CH:5]=[CH:6][C:7]=1[N:8]1[CH2:13][CH2:12][C@@H:11]2[O:14][C:15](=[O:24])[N:16]([C:17]([O:19][C:20]([CH3:23])([CH3:22])[CH3:21])=[O:18])[C@@H:10]2[CH2:9]1.[NH2:25][C:26]1[C:27]([C:45](O)=[O:46])=[N:28][C:29]([C:32]2[CH:37]=[C:36]([C:38](=[O:43])[NH:39][CH:40]([CH3:42])[CH3:41])[CH:35]=[CH:34][C:33]=2[F:44])=[CH:30][CH:31]=1.C(Cl)CCl.C1C=NC2N(O)N=NC=2C=1, predict the reaction product. The product is: [NH2:25][C:26]1[C:27]([C:45]([NH:1][C:2]2[CH:3]=[N:4][CH:5]=[CH:6][C:7]=2[N:8]2[CH2:13][CH2:12][C@@H:11]3[O:14][C:15](=[O:24])[N:16]([C:17]([O:19][C:20]([CH3:21])([CH3:23])[CH3:22])=[O:18])[C@@H:10]3[CH2:9]2)=[O:46])=[N:28][C:29]([C:32]2[CH:37]=[C:36]([C:38](=[O:43])[NH:39][CH:40]([CH3:42])[CH3:41])[CH:35]=[CH:34][C:33]=2[F:44])=[CH:30][CH:31]=1. (2) Given the reactants [O:1]1[C:6]2[CH:7]=[CH:8][C:9]([S:11][C:12]3[CH:17]=[CH:16][C:15](/[CH:18]=[CH:19]/[C:20]([N:22]4[CH2:27][CH2:26][CH:25]([C:28]([O:30]CC)=[O:29])[CH2:24][CH2:23]4)=[O:21])=[CH:14][C:13]=3[C:33]([F:36])([F:35])[F:34])=[CH:10][C:5]=2[O:4][CH2:3][CH2:2]1.[OH-].[Na+].CCO, predict the reaction product. The product is: [O:1]1[C:6]2[CH:7]=[CH:8][C:9]([S:11][C:12]3[CH:17]=[CH:16][C:15](/[CH:18]=[CH:19]/[C:20]([N:22]4[CH2:23][CH2:24][CH:25]([C:28]([OH:30])=[O:29])[CH2:26][CH2:27]4)=[O:21])=[CH:14][C:13]=3[C:33]([F:35])([F:34])[F:36])=[CH:10][C:5]=2[O:4][CH2:3][CH2:2]1. (3) Given the reactants [C:1]1(=[O:14])[C:6]2[NH:7][C:8]3[C:13]([C:5]=2[CH2:4][CH2:3][O:2]1)=[CH:12][CH:11]=[CH:10][CH:9]=3.C1C[O:18]CC1, predict the reaction product. The product is: [OH:2][CH2:3][CH2:4][C:5]1[C:13]2[C:8](=[CH:9][CH:10]=[CH:11][CH:12]=2)[NH:7][C:6]=1[C:1]([OH:14])=[O:18]. (4) Given the reactants [Cl:1][C:2]1[CH:3]=[C:4]([CH2:22][C:23]([O:25][CH3:26])=[O:24])[CH:5]=[CH:6][C:7]=1[O:8][C:9]1[CH:18]=[CH:17][C:12]2[NH:13][C:14]([CH3:16])=[N:15][C:11]=2[C:10]=1[N+:19]([O-])=O.O.O.[Sn](Cl)(Cl)(Cl)Cl, predict the reaction product. The product is: [NH2:19][C:10]1[C:11]2[N:15]=[C:14]([CH3:16])[NH:13][C:12]=2[CH:17]=[CH:18][C:9]=1[O:8][C:7]1[CH:6]=[CH:5][C:4]([CH2:22][C:23]([O:25][CH3:26])=[O:24])=[CH:3][C:2]=1[Cl:1]. (5) Given the reactants C[O:2][C:3]([C:5]1[C:10]([NH:11][C:12](=[O:21])[C:13]2[CH:18]=[C:17]([Br:19])[CH:16]=[CH:15][C:14]=2[F:20])=[N:9][CH:8]=[CH:7][N:6]=1)=O.[NH4+:22].[OH-], predict the reaction product. The product is: [Br:19][C:17]1[CH:16]=[CH:15][C:14]([F:20])=[C:13]([CH:18]=1)[C:12]([NH:11][C:10]1[C:5]([C:3]([NH2:22])=[O:2])=[N:6][CH:7]=[CH:8][N:9]=1)=[O:21]. (6) Given the reactants [F:1][C@:2]1([C:18]([O:20][CH3:21])=[O:19])[CH2:6][CH2:5][CH2:4][C@H:3]1[NH:7][S:8]([C:11]1[CH:16]=[CH:15][C:14]([OH:17])=[CH:13][CH:12]=1)(=[O:10])=[O:9].C(=O)([O-])[O-].[Cs+].[Cs+].Cl[CH2:29][C:30]1[C:39]2[C:34](=[CH:35][CH:36]=[CH:37][CH:38]=2)[N:33]=[C:32]([CH3:40])[CH:31]=1, predict the reaction product. The product is: [F:1][C@:2]1([C:18]([O:20][CH3:21])=[O:19])[CH2:6][CH2:5][CH2:4][C@H:3]1[NH:7][S:8]([C:11]1[CH:16]=[CH:15][C:14]([O:17][CH2:29][C:30]2[C:39]3[C:34](=[CH:35][CH:36]=[CH:37][CH:38]=3)[N:33]=[C:32]([CH3:40])[CH:31]=2)=[CH:13][CH:12]=1)(=[O:9])=[O:10]. (7) Given the reactants [Cl-].[OH:2][NH3+:3].C(=O)([O-])O.[Na+].[CH3:9][O:10][C:11]1[CH:19]=[C:18]2[C:14]([C:15]([CH2:24][C:25]3[N:30]=[C:29]([C:31]#[N:32])[CH:28]=[CH:27][CH:26]=3)=[C:16]([C:20]3([CH3:23])[CH2:22][CH2:21]3)[NH:17]2)=[CH:13][CH:12]=1, predict the reaction product. The product is: [CH3:9][O:10][C:11]1[CH:19]=[C:18]2[C:14]([C:15]([CH2:24][C:25]3[N:30]=[C:29]([C:31](=[N:3][OH:2])[NH2:32])[CH:28]=[CH:27][CH:26]=3)=[C:16]([C:20]3([CH3:23])[CH2:22][CH2:21]3)[NH:17]2)=[CH:13][CH:12]=1. (8) Given the reactants [ClH:1].NN.[CH3:4][O:5][CH2:6][CH2:7][O:8][C:9]1[C:10]([CH2:29][N:30]2C(=O)C3C(=CC=CC=3)C2=O)=[C:11]2[C:16](=[CH:17][CH:18]=1)[NH:15][C:14](=[C:19]1[C:27]3[C:22](=[CH:23][CH:24]=[CH:25][CH:26]=3)[NH:21][C:20]1=[O:28])[CH:13]=[CH:12]2, predict the reaction product. The product is: [ClH:1].[NH2:30][CH2:29][C:10]1[C:9]([O:8][CH2:7][CH2:6][O:5][CH3:4])=[CH:18][CH:17]=[C:16]2[C:11]=1[CH:12]=[CH:13][C:14](=[C:19]1[C:27]3[C:22](=[CH:23][CH:24]=[CH:25][CH:26]=3)[NH:21][C:20]1=[O:28])[NH:15]2. (9) Given the reactants FC1C=C(C2ON=C([C:14]([N:16]3[CH2:21][C@H:20]([CH2:22][CH:23]([CH3:25])[CH3:24])[NH:19][C:18](=[O:26])[C@@H:17]3[CH2:27][CH:28]([CH3:30])[CH3:29])=[O:15])C=2)C=CC=1F.C([C@@H]1NC[C@H](CC(C)C)NC1=O)C(C)C.[F:46][C:47]1[CH:52]=[CH:51][C:50]([C:53]2[CH:57]=[C:56](C(O)=O)[O:55][N:54]=2)=[CH:49][CH:48]=1, predict the reaction product. The product is: [F:46][C:47]1[CH:48]=[CH:49][C:50]([C:53]2[CH:57]=[C:56]([C:14]([N:16]3[CH2:21][C@H:20]([CH2:22][CH:23]([CH3:25])[CH3:24])[NH:19][C:18](=[O:26])[C@@H:17]3[CH2:27][CH:28]([CH3:29])[CH3:30])=[O:15])[O:55][N:54]=2)=[CH:51][CH:52]=1.